Dataset: NCI-60 drug combinations with 297,098 pairs across 59 cell lines. Task: Regression. Given two drug SMILES strings and cell line genomic features, predict the synergy score measuring deviation from expected non-interaction effect. (1) Drug 1: COC1=NC(=NC2=C1N=CN2C3C(C(C(O3)CO)O)O)N. Drug 2: CC1=C(C(=O)C2=C(C1=O)N3CC4C(C3(C2COC(=O)N)OC)N4)N. Cell line: HCC-2998. Synergy scores: CSS=30.3, Synergy_ZIP=0.159, Synergy_Bliss=-2.32, Synergy_Loewe=-11.7, Synergy_HSA=3.66. (2) Drug 1: C1C(C(OC1N2C=NC3=C(N=C(N=C32)Cl)N)CO)O. Drug 2: CNC(=O)C1=NC=CC(=C1)OC2=CC=C(C=C2)NC(=O)NC3=CC(=C(C=C3)Cl)C(F)(F)F. Cell line: KM12. Synergy scores: CSS=19.7, Synergy_ZIP=-7.38, Synergy_Bliss=1.60, Synergy_Loewe=-9.17, Synergy_HSA=0.533.